This data is from Full USPTO retrosynthesis dataset with 1.9M reactions from patents (1976-2016). The task is: Predict the reactants needed to synthesize the given product. (1) Given the product [ClH:24].[CH3:1][C:2]1[CH:3]=[C:4]2[C:12](=[CH:13][CH:14]=1)[NH:11][C:10]1[C@@H:9]([NH:15][C@H:16]([C:18]3[CH:19]=[CH:20][CH:21]=[CH:22][CH:23]=3)[CH3:17])[CH2:8][CH2:7][CH2:6][C:5]2=1, predict the reactants needed to synthesize it. The reactants are: [CH3:1][C:2]1[CH:3]=[C:4]2[C:12](=[CH:13][CH:14]=1)[NH:11][C:10]1[CH:9]([NH:15][C@H:16]([C:18]3[CH:23]=[CH:22][CH:21]=[CH:20][CH:19]=3)[CH3:17])[CH2:8][CH2:7][CH2:6][C:5]2=1.[ClH:24]. (2) Given the product [CH:1]1([CH2:4][CH2:5][NH:6][C:7]([C:9]2[N:10]=[N:11][C:12]([N:15]3[CH2:20][CH:19]([CH3:21])[N:18]([C:36](=[O:37])[C:35]4[CH:39]=[CH:40][CH:41]=[CH:42][C:34]=4[C:33]([F:32])([F:43])[F:44])[CH:17]([CH3:22])[CH2:16]3)=[CH:13][CH:14]=2)=[O:8])[CH2:3][CH2:2]1, predict the reactants needed to synthesize it. The reactants are: [CH:1]1([CH2:4][CH2:5][NH:6][C:7]([C:9]2[N:10]=[N:11][C:12]([N:15]3[CH2:20][CH:19]([CH3:21])[NH:18][CH:17]([CH3:22])[CH2:16]3)=[CH:13][CH:14]=2)=[O:8])[CH2:3][CH2:2]1.C(N(C(C)C)CC)(C)C.[F:32][C:33]([F:44])([F:43])[C:34]1[CH:42]=[CH:41][CH:40]=[CH:39][C:35]=1[C:36](Cl)=[O:37].O.